From a dataset of Forward reaction prediction with 1.9M reactions from USPTO patents (1976-2016). Predict the product of the given reaction. (1) Given the reactants [O:1]1[C:5]2([CH2:10][CH2:9][C:8](C3C(O)=CC=CN=3)=[CH:7][CH2:6]2)[O:4][CH2:3][CH2:2]1.[NH:18]1[CH:23]=[CH:22][CH:21]=[CH:20][C:19]1=[O:24].C([O-])([O-])=O.[Cs+].[Cs+], predict the reaction product. The product is: [O:4]1[C:5]2([CH2:6][CH2:7][CH:8]([N:18]3[CH:23]=[CH:22][CH:21]=[CH:20][C:19]3=[O:24])[CH2:9][CH2:10]2)[O:1][CH2:2][CH2:3]1. (2) Given the reactants [CH3:1][O:2][C:3]1[CH:4]=[C:5]([CH:10]=[C:11]([CH3:13])[CH:12]=1)[C:6]([O:8]C)=O.[Cl:14][C:15]1[CH:20]=[C:19]([CH3:21])[CH:18]=[CH:17][N:16]=1.C[Si](C)(C)[N-][Si](C)(C)C.[Li+].[Cl-].[NH4+], predict the reaction product. The product is: [Cl:14][C:15]1[CH:20]=[C:19]([CH2:21][C:6]([C:5]2[CH:10]=[C:11]([CH3:13])[CH:12]=[C:3]([O:2][CH3:1])[CH:4]=2)=[O:8])[CH:18]=[CH:17][N:16]=1. (3) Given the reactants [C:1]1([C:7]2[CH:14]=[CH:13][CH:12]=[CH:11][C:8]=2[CH2:9][NH2:10])[CH:6]=[CH:5][CH:4]=[CH:3][CH:2]=1.[C:15](Cl)(Cl)=[O:16].C1(C)C=CC=CC=1.[C@@:26]12([OH:35])[N:33]([CH3:34])[C@@H:30]([CH2:31][CH2:32]1)[CH2:29][CH:28]=[CH:27]2, predict the reaction product. The product is: [C:8]1([CH2:9][NH:10][C:15]([O:35][C@@:26]23[N:33]([CH3:34])[C@@H:30]([CH2:31][CH2:32]2)[CH2:29][CH:28]=[CH:27]3)=[O:16])[C:7]([C:1]2[CH:2]=[CH:3][CH:4]=[CH:5][CH:6]=2)=[CH:14][CH:13]=[CH:12][CH:11]=1.